This data is from Full USPTO retrosynthesis dataset with 1.9M reactions from patents (1976-2016). The task is: Predict the reactants needed to synthesize the given product. Given the product [CH2:1]([O:8][C:9]1[C:10](=[O:19])[N:11]([CH:16]([CH3:18])[CH3:17])[CH:12]=[C:13]([C:24]2[CH:25]=[CH:26][C:21]([Cl:20])=[C:22]([C:30]([F:33])([F:32])[F:31])[CH:23]=2)[CH:14]=1)[C:2]1[CH:7]=[CH:6][CH:5]=[CH:4][CH:3]=1, predict the reactants needed to synthesize it. The reactants are: [CH2:1]([O:8][C:9]1[C:10](=[O:19])[N:11]([CH:16]([CH3:18])[CH3:17])[CH:12]=[C:13](Br)[CH:14]=1)[C:2]1[CH:7]=[CH:6][CH:5]=[CH:4][CH:3]=1.[Cl:20][C:21]1[CH:26]=[CH:25][C:24](B(O)O)=[CH:23][C:22]=1[C:30]([F:33])([F:32])[F:31].C([O-])([O-])=O.[Cs+].[Cs+].